Predict which catalyst facilitates the given reaction. From a dataset of Catalyst prediction with 721,799 reactions and 888 catalyst types from USPTO. (1) Reactant: Br[C:2]1[CH:7]=[CH:6][CH:5]=[C:4]([O:8][CH:9]([CH3:11])[CH3:10])[CH:3]=1.C([Li])CCC.[CH2:17]([N:19]1[CH2:24][CH2:23][C:22](=[O:25])[CH2:21][CH2:20]1)[CH3:18].Cl. Product: [CH2:17]([N:19]1[CH2:24][CH2:23][C:22]([OH:25])([C:2]2[CH:7]=[CH:6][CH:5]=[C:4]([O:8][CH:9]([CH3:11])[CH3:10])[CH:3]=2)[CH2:21][CH2:20]1)[CH3:18]. The catalyst class is: 188. (2) Reactant: [H-].[Na+].Br[CH2:4][C:5]1[C:14]2[C:9](=[CH:10][CH:11]=[CH:12][CH:13]=2)[NH:8][C:7](=[O:15])[CH:6]=1.[N:16]1[CH:21]=[CH:20][C:19]([NH:22][C:23]([C:25]2[O:26][CH:27]=[CH:28][CH:29]=2)=[O:24])=[CH:18][CH:17]=1. Product: [O:15]=[C:7]1[CH:6]=[C:5]([CH2:4][N:22]([C:19]2[CH:20]=[CH:21][N:16]=[CH:17][CH:18]=2)[C:23]([C:25]2[O:26][CH:27]=[CH:28][CH:29]=2)=[O:24])[C:14]2[C:9](=[CH:10][CH:11]=[CH:12][CH:13]=2)[NH:8]1. The catalyst class is: 3. (3) Reactant: [Cl:1][C:2]1[CH:9]=[C:8]([N:10]2[CH2:14][C:13]([C:19]3[CH:24]=[C:23]([Cl:25])[CH:22]=[C:21]([Cl:26])[CH:20]=3)([C:15]([F:18])([F:17])[F:16])[O:12][C:11]2=[O:27])[CH:7]=[CH:6]C=1C=O.Cl.F[C:30](F)(F)[CH2:31][NH:32][NH:33][C:34]([NH2:36])=[O:35]. Product: [Cl:1][C:2]1[CH:9]=[C:8]([N:10]2[CH2:14][C:13]([C:19]3[CH:24]=[C:23]([Cl:25])[CH:22]=[C:21]([Cl:26])[CH:20]=3)([C:15]([F:16])([F:18])[F:17])[O:12][C:11]2=[O:27])[CH:7]=[CH:6][C:30]=1/[CH:31]=[N:32]/[NH:33][C:34]([NH:36][CH2:13][C:15]([F:18])([F:17])[F:16])=[O:35]. The catalyst class is: 212. (4) Reactant: C([O:5][C:6](=[O:40])[C:7]1[CH:12]=[CH:11][CH:10]=[C:9]([CH2:13][CH:14]([NH:28][C:29](=[O:37])[CH2:30][CH2:31][CH2:32][S:33](=[O:36])(=[O:35])[NH2:34])[B:15]2[O:23]C3C(C)(C4CC(C3)C4(C)C)[O:16]2)[C:8]=1OC)(C)(C)C.B(Br)(Br)Br. Product: [OH:16][B:15]1[CH:14]([NH:28][C:29](=[O:37])[CH2:30][CH2:31][CH2:32][S:33](=[O:36])(=[O:35])[NH2:34])[CH2:13][C:9]2[CH:10]=[CH:11][CH:12]=[C:7]([C:6]([OH:5])=[O:40])[C:8]=2[O:23]1. The catalyst class is: 4. (5) Reactant: [N+:1]([C:4]1[NH:5][CH:6]=[CH:7][N:8]=1)([O-:3])=[O:2].[C:9]([O-])([O-])=O.[Cs+].[Cs+].CI. Product: [CH3:9][N:5]1[CH:6]=[CH:7][N:8]=[C:4]1[N+:1]([O-:3])=[O:2]. The catalyst class is: 3.